Binary Classification. Given a drug SMILES string, predict its activity (active/inactive) in a high-throughput screening assay against a specified biological target. From a dataset of Choline transporter screen with 302,306 compounds. The drug is S(=O)(=O)(N(C)C)c1cc(ccc1)C(=O)Nc1cccnc1. The result is 0 (inactive).